From a dataset of Full USPTO retrosynthesis dataset with 1.9M reactions from patents (1976-2016). Predict the reactants needed to synthesize the given product. (1) Given the product [CH3:1][C@H:2]1[C@@H:6]([C:7]2[N:11]3[C:12]4[CH:18]=[CH:17][NH:16][C:13]=4[N:14]=[CH:15][C:10]3=[N:9][N:8]=2)[CH2:5][C@@H:4]([NH2:29])[CH2:3]1, predict the reactants needed to synthesize it. The reactants are: [CH3:1][C@H:2]1[C@@H:6]([C:7]2[N:11]3[C:12]4[CH:18]=[CH:17][N:16](S(C5C=CC(C)=CC=5)(=O)=O)[C:13]=4[N:14]=[CH:15][C:10]3=[N:9][N:8]=2)[CH2:5][C@@H:4]([NH:29]C(=O)C)[CH2:3]1.[OH-].[Na+].CN(C(ON1N=NC2C=CC=NC1=2)=[N+](C)C)C.F[P-](F)(F)(F)(F)F.Cl.C[C@H]1[C@@H](C2N3C4C=CN(S(C5C=CC(C)=CC=5)(=O)=O)C=4N=CC3=NN=2)C[C@@H](N)C1. (2) Given the product [CH3:1][C:2]1([CH3:48])[CH2:10][C:9]2[N:8]([CH2:11][O:12][CH2:13][CH2:14][Si:15]([CH3:16])([CH3:17])[CH3:18])[N:7]=[C:6]([C:19]3[N:20]([CH2:40][O:41][CH2:42][CH2:43][Si:44]([CH3:46])([CH3:45])[CH3:47])[C:21]4[C:26]([CH:27]=3)=[CH:25][CH:24]=[C:23]([NH:28][CH3:29])[CH:22]=4)[C:5]=2[CH2:4][CH2:3]1, predict the reactants needed to synthesize it. The reactants are: [CH3:1][C:2]1([CH3:48])[CH2:10][C:9]2[N:8]([CH2:11][O:12][CH2:13][CH2:14][Si:15]([CH3:18])([CH3:17])[CH3:16])[N:7]=[C:6]([C:19]3[N:20]([CH2:40][O:41][CH2:42][CH2:43][Si:44]([CH3:47])([CH3:46])[CH3:45])[C:21]4[C:26]([CH:27]=3)=[CH:25][CH:24]=[C:23]([N:28](C)[C:29](=O)OCC3C=CC=CC=3)[CH:22]=4)[C:5]=2[CH2:4][CH2:3]1.C([O-])=O.[NH4+]. (3) Given the product [NH:3]1[CH:4]=[CH:5][N:1]=[C:2]1[C:6]1[C:14]2[C:9](=[CH:10][CH:11]=[C:12]([C:15]3[C:16]([CH3:26])=[C:17]([CH2:21][NH:22][CH:23]([CH3:24])[CH3:25])[CH:18]=[N:19][CH:20]=3)[CH:13]=2)[NH:8][N:7]=1, predict the reactants needed to synthesize it. The reactants are: [NH:1]1[CH:5]=[CH:4][N:3]=[C:2]1[C:6]1[C:14]2[C:9](=[CH:10][CH:11]=[C:12]([C:15]3[C:16]([CH3:26])=[C:17]([CH2:21][NH:22][CH:23]([CH3:25])[CH3:24])[CH:18]=[N:19][CH:20]=3)[CH:13]=2)[N:8](CC2C=CC(OC)=CC=2)[N:7]=1.[OH-].[NH4+].O.